Binary Classification. Given a T-cell receptor sequence (or CDR3 region) and an epitope sequence, predict whether binding occurs between them. From a dataset of TCR-epitope binding with 47,182 pairs between 192 epitopes and 23,139 TCRs. (1) The epitope is LEPLVDLPI. The TCR CDR3 sequence is CSVEGWESITWYNEQFF. Result: 1 (the TCR binds to the epitope). (2) The epitope is ATDALMTGY. The TCR CDR3 sequence is CASRALDITLGNVLTF. Result: 1 (the TCR binds to the epitope). (3) The epitope is SEISMDNSPNL. The TCR CDR3 sequence is CASSASAGGLNEQYF. Result: 0 (the TCR does not bind to the epitope). (4) The epitope is YEGNSPFHPL. The TCR CDR3 sequence is CASSYFGVNSPLHF. Result: 0 (the TCR does not bind to the epitope).